From a dataset of Full USPTO retrosynthesis dataset with 1.9M reactions from patents (1976-2016). Predict the reactants needed to synthesize the given product. (1) Given the product [Br:15][CH2:9][C:4]1[CH:5]=[C:6]([Cl:8])[CH:7]=[C:2]([Cl:1])[C:3]=1[S:10]([CH2:13][CH3:14])(=[O:12])=[O:11], predict the reactants needed to synthesize it. The reactants are: [Cl:1][C:2]1[CH:7]=[C:6]([Cl:8])[CH:5]=[C:4]([CH3:9])[C:3]=1[S:10]([CH2:13][CH3:14])(=[O:12])=[O:11].[Br:15]CC1C=C(C=CC=1S(CC)(=O)=O)C#N. (2) Given the product [NH2:17][C:9]1[C:10]([C:13]([F:14])([F:15])[F:16])=[C:11]2[C:6]([CH:5]=[CH:4][C:3]([OH:2])=[CH:12]2)=[CH:7][CH:8]=1, predict the reactants needed to synthesize it. The reactants are: C[O:2][C:3]1[CH:12]=[C:11]2[C:6]([CH:7]=[CH:8][C:9]([NH2:17])=[C:10]2[C:13]([F:16])([F:15])[F:14])=[CH:5][CH:4]=1.B(Br)(Br)Br. (3) The reactants are: [CH:1]1([N:4]([CH2:28][C:29]2[CH:34]=[C:33]([CH2:35][CH2:36][CH2:37][O:38][CH3:39])[CH:32]=[C:31]([O:40][CH2:41][CH2:42][O:43][CH3:44])[CH:30]=2)[C:5]([C@@H:7]2[C@@:12]([OH:20])([C:13]3[CH:14]=[N:15][C:16]([OH:19])=[CH:17][CH:18]=3)[CH2:11][CH2:10][N:9]([C:21]([O:23][C:24]([CH3:27])([CH3:26])[CH3:25])=[O:22])[CH2:8]2)=[O:6])[CH2:3][CH2:2]1.[OH-].[Na+].[CH3:47]OS(OC)(=O)=O. Given the product [CH:1]1([N:4]([CH2:28][C:29]2[CH:34]=[C:33]([CH2:35][CH2:36][CH2:37][O:38][CH3:39])[CH:32]=[C:31]([O:40][CH2:41][CH2:42][O:43][CH3:44])[CH:30]=2)[C:5]([C@@H:7]2[C@@:12]([OH:20])([C:13]3[CH:18]=[CH:17][C:16](=[O:19])[N:15]([CH3:47])[CH:14]=3)[CH2:11][CH2:10][N:9]([C:21]([O:23][C:24]([CH3:25])([CH3:26])[CH3:27])=[O:22])[CH2:8]2)=[O:6])[CH2:3][CH2:2]1, predict the reactants needed to synthesize it.